Dataset: Full USPTO retrosynthesis dataset with 1.9M reactions from patents (1976-2016). Task: Predict the reactants needed to synthesize the given product. (1) Given the product [C:1]([C:5]1[CH:10]=[CH:9][C:8]2[N:11]=[C:14]([NH:13][C:16]3[C:17]([O:22][C:23]4[CH:28]=[CH:27][CH:26]=[C:25]([C:29]([F:32])([F:30])[F:31])[CH:24]=4)=[N:18][CH:19]=[CH:20][CH:21]=3)[NH:12][C:7]=2[CH:6]=1)([CH3:4])([CH3:2])[CH3:3], predict the reactants needed to synthesize it. The reactants are: [C:1]([C:5]1[CH:10]=[CH:9][C:8]([NH2:11])=[C:7]([NH2:12])[CH:6]=1)([CH3:4])([CH3:3])[CH3:2].[N:13]([C:16]1[C:17]([O:22][C:23]2[CH:28]=[CH:27][CH:26]=[C:25]([C:29]([F:32])([F:31])[F:30])[CH:24]=2)=[N:18][CH:19]=[CH:20][CH:21]=1)=[C:14]=S. (2) Given the product [CH3:8][O:9][C:10](=[O:31])[C@@:11]([NH2:30])([CH3:29])[CH2:12][CH2:13][C:14]1[CH:19]=[CH:18][C:17]2[O:28][C:22]([CH2:23][CH2:24][CH2:25][CH2:26][CH3:27])=[N:21][C:16]=2[CH:15]=1, predict the reactants needed to synthesize it. The reactants are: FC(F)(F)C(O)=O.[CH3:8][O:9][C:10](=[O:31])[C@@:11]([NH2:30])([CH3:29])[C:12]#[C:13][C:14]1[CH:19]=[CH:18][C:17](O)=[C:16]([NH:21][C:22](=[O:28])[CH2:23][CH2:24][CH2:25][CH2:26][CH3:27])[CH:15]=1.CCOC(C)=O.C([O-])(O)=O.[Na+].C(Cl)Cl.CO. (3) Given the product [CH3:4][C:3]([CH2:2][C:10]([CH2:20][C:19]([OH:22])=[O:21])=[O:11])=[O:9], predict the reactants needed to synthesize it. The reactants are: [CH3:10][C:2]1([CH3:10])[CH2:4][C:3](=[O:9])[CH:2]=[CH:4][C:3]1=[O:9].[OH:11]S(C(F)(F)F)(=O)=O.[C:19]([O:22]CC)(=[O:21])[CH3:20]. (4) Given the product [CH3:21][S:22]([N:4]1[CH2:5][CH2:6][N:1]([C:7]([O:9][C:10]([CH3:13])([CH3:12])[CH3:11])=[O:8])[CH2:2][CH2:3]1)(=[O:24])=[O:23], predict the reactants needed to synthesize it. The reactants are: [N:1]1([C:7]([O:9][C:10]([CH3:13])([CH3:12])[CH3:11])=[O:8])[CH2:6][CH2:5][NH:4][CH2:3][CH2:2]1.CCN(CC)CC.[CH3:21][S:22](Cl)(=[O:24])=[O:23]. (5) Given the product [NH2:18][C:11]1[CH:12]=[C:13]([C:15](=[O:17])[CH3:16])[S:14][C:10]=1[S:9][C:3]1[CH:4]=[CH:5][C:6]([Cl:8])=[CH:7][C:2]=1[Cl:1], predict the reactants needed to synthesize it. The reactants are: [Cl:1][C:2]1[CH:7]=[C:6]([Cl:8])[CH:5]=[CH:4][C:3]=1[S:9][C:10]1[S:14][C:13]([C:15](=[O:17])[CH3:16])=[CH:12][C:11]=1[N+:18]([O-])=O.C(O)C.[Cl-].[NH4+]. (6) The reactants are: [CH2:1]([O:3][C:4]([C:6]1[C:14]2[C:9](=[CH:10][CH:11]=[C:12]([O:15][C:16]3[CH:21]=[CH:20][C:19]([O:22][C:23]([F:26])([F:25])[F:24])=[CH:18][CH:17]=3)[CH:13]=2)[N:8]([C:27]2[CH:32]=[CH:31][C:30]([N:33]([CH2:36][CH3:37])[CH2:34][CH3:35])=[CH:29][CH:28]=2)[C:7]=1[CH2:38][C:39]([O:41]CC)=[O:40])=[O:5])[CH3:2].[OH-].[Na+]. Given the product [CH2:1]([O:3][C:4]([C:6]1[C:14]2[C:9](=[CH:10][CH:11]=[C:12]([O:15][C:16]3[CH:17]=[CH:18][C:19]([O:22][C:23]([F:26])([F:24])[F:25])=[CH:20][CH:21]=3)[CH:13]=2)[N:8]([C:27]2[CH:28]=[CH:29][C:30]([N:33]([CH2:36][CH3:37])[CH2:34][CH3:35])=[CH:31][CH:32]=2)[C:7]=1[CH2:38][C:39]([OH:41])=[O:40])=[O:5])[CH3:2], predict the reactants needed to synthesize it. (7) The reactants are: O1C2=CN=CC=C2C(=O)C1.C(OC([C:16]1[O:25][C:19]2=[CH:20][N:21]=[C:22]([Cl:24])[CH:23]=[C:18]2[C:17]=1[OH:26])=O)C. Given the product [Cl:24][C:22]1[CH:23]=[C:18]2[C:17](=[O:26])[CH2:16][O:25][C:19]2=[CH:20][N:21]=1, predict the reactants needed to synthesize it. (8) Given the product [CH2:14]([O:13][C:11]([C:10]1[CH:9]=[CH:8][C:7]([N:1]2[CH2:2][CH2:3][N:4]([C:31]([O:30][C:24]3[CH:29]=[CH:28][CH:27]=[CH:26][CH:25]=3)=[O:32])[CH2:5][CH2:6]2)=[CH:17][CH:16]=1)=[O:12])[CH3:15], predict the reactants needed to synthesize it. The reactants are: [N:1]1([C:7]2[CH:17]=[CH:16][C:10]([C:11]([O:13][CH2:14][CH3:15])=[O:12])=[CH:9][CH:8]=2)[CH2:6][CH2:5][NH:4][CH2:3][CH2:2]1.N1C=CC=CC=1.[C:24]1([O:30][C:31](Cl)=[O:32])[CH:29]=[CH:28][CH:27]=[CH:26][CH:25]=1.O.